From a dataset of Peptide-MHC class I binding affinity with 185,985 pairs from IEDB/IMGT. Regression. Given a peptide amino acid sequence and an MHC pseudo amino acid sequence, predict their binding affinity value. This is MHC class I binding data. (1) The peptide sequence is EMSLADYLY. The MHC is HLA-B07:02 with pseudo-sequence HLA-B07:02. The binding affinity (normalized) is 0.0847. (2) The peptide sequence is ELFIAPEGM. The MHC is HLA-B08:01 with pseudo-sequence HLA-B08:01. The binding affinity (normalized) is 0.0847. (3) The peptide sequence is VTEDLLHLN. The MHC is Mamu-A01 with pseudo-sequence Mamu-A01. The binding affinity (normalized) is 0.221. (4) The peptide sequence is GMDPRMCSL. The MHC is HLA-A24:02 with pseudo-sequence HLA-A24:02. The binding affinity (normalized) is 0.0847. (5) The peptide sequence is WRMVVRASF. The MHC is HLA-B27:05 with pseudo-sequence HLA-B27:05. The binding affinity (normalized) is 0.808. (6) The peptide sequence is SVLNDILSR. The MHC is HLA-A31:01 with pseudo-sequence HLA-A31:01. The binding affinity (normalized) is 0.349. (7) The peptide sequence is ITYCLVTHMY. The MHC is HLA-A11:01 with pseudo-sequence HLA-A11:01. The binding affinity (normalized) is 0.485.